From a dataset of Peptide-MHC class II binding affinity with 134,281 pairs from IEDB. Regression. Given a peptide amino acid sequence and an MHC pseudo amino acid sequence, predict their binding affinity value. This is MHC class II binding data. (1) The peptide sequence is PETPNMDVIGERIKRIK. The MHC is DRB1_0701 with pseudo-sequence DRB1_0701. The binding affinity (normalized) is 0.361. (2) The peptide sequence is KELKGAYVYFASDAS. The MHC is HLA-DPA10103-DPB10301 with pseudo-sequence HLA-DPA10103-DPB10301. The binding affinity (normalized) is 0.319.